This data is from Reaction yield outcomes from USPTO patents with 853,638 reactions. The task is: Predict the reaction yield, written as a fraction of the theoretical maximum amount of product (1.0 means a 100% yield; for example, 0.34 means a 34% yield). (1) The reactants are [CH2:1]([NH2:3])[CH3:2].[CH2:4]1[CH2:10][S:7](=[O:9])(=[O:8])[O:6][CH2:5]1. The catalyst is O1CCCC1. The product is [CH2:1]([NH:3][CH2:5][CH2:4][CH2:10][S:7]([OH:9])(=[O:8])=[O:6])[CH3:2]. The yield is 0.570. (2) The reactants are Cl[CH2:2][C:3]1[CH:8]=[CH:7][N:6]=[CH:5][N:4]=1.[C:9]1(=[O:19])[NH:13][C:12](=[O:14])[C:11]2=[CH:15][CH:16]=[CH:17][CH:18]=[C:10]12.[K]. The yield is 0.400. The product is [N:6]1[CH:7]=[CH:8][C:3]([CH2:2][N:13]2[C:9](=[O:19])[C:10]3[C:11](=[CH:15][CH:16]=[CH:17][CH:18]=3)[C:12]2=[O:14])=[N:4][CH:5]=1. The catalyst is CN(C)C=O.